This data is from HIV replication inhibition screening data with 41,000+ compounds from the AIDS Antiviral Screen. The task is: Binary Classification. Given a drug SMILES string, predict its activity (active/inactive) in a high-throughput screening assay against a specified biological target. (1) The result is 0 (inactive). The compound is Cc1ccc(C=C2CN(C)CC3=C2OC(N)=C(C#N)C3c2ccc(C)cc2)cc1. (2) The molecule is COC(=O)c1ccc2n[se]nc2c1. The result is 0 (inactive). (3) The drug is Cc1ccnc(NC(=O)NC2CCCCC2)c1. The result is 0 (inactive). (4) The compound is CC(C)C1CC(CO)(CNc2nc(N)nc(Cl)c2C=O)C1. The result is 0 (inactive). (5) The drug is O=C(NCCC(F)([N+](=O)[O-])[N+](=O)[O-])NCCC(F)([N+](=O)[O-])[N+](=O)[O-]. The result is 0 (inactive). (6) The drug is COc1cc(N(CCC#N)CCC#N)ccc1C(N=Nc1ccc(Cl)cc1)=NNC(=O)c1cc(Br)ccc1O. The result is 0 (inactive). (7) The molecule is CN(C)CCCn1cnc2ncccc2c1=O. The result is 0 (inactive). (8) The compound is CN(C)N1C(=O)CC2(CCN(CCCC(=O)c3ccc(F)cc3)CC2)C1=O. The result is 0 (inactive). (9) The compound is CC(=O)N(c1ccccc1)[Si](C)(C)C. The result is 0 (inactive). (10) The compound is CCCCCC=C(c1cc(Cl)c(O)c(C(=O)O)c1)c1cc(Cl)c(O)c(C(=O)O)c1.N. The result is 0 (inactive).